Dataset: Full USPTO retrosynthesis dataset with 1.9M reactions from patents (1976-2016). Task: Predict the reactants needed to synthesize the given product. (1) Given the product [Cl:24][CH2:25][C:21](=[CH2:20])[CH2:22][CH:9]1[CH2:10][C:11]2[CH:16]=[CH:15][CH:14]=[CH:13][C:12]=2[N:7]([C:1]2[CH:2]=[CH:3][CH:4]=[CH:5][CH:6]=2)[S:8]1(=[O:17])=[O:18], predict the reactants needed to synthesize it. The reactants are: [C:1]1([N:7]2[C:12]3[CH:13]=[CH:14][CH:15]=[CH:16][C:11]=3[CH2:10][CH2:9][S:8]2(=[O:18])=[O:17])[CH:6]=[CH:5][CH:4]=[CH:3][CH:2]=1.C([Li])[CH2:20][CH2:21][CH3:22].[Cl:24][CH2:25]CCBr. (2) Given the product [CH2:12]([N:7]1[CH2:8][CH2:9][CH:10]([OH:11])[CH:5]([CH2:3][OH:2])[CH2:6]1)[C:13]1[CH:14]=[CH:15][CH:16]=[CH:17][CH:18]=1, predict the reactants needed to synthesize it. The reactants are: C[O:2][C:3]([CH:5]1[C:10](=[O:11])[CH2:9][CH2:8][N:7]([CH2:12][C:13]2[CH:18]=[CH:17][CH:16]=[CH:15][CH:14]=2)[CH2:6]1)=O.[H-].[Al+3].[Li+].[H-].[H-].[H-]. (3) Given the product [CH:1]1([CH:4]([C:11]2[CH:16]=[CH:15][CH:14]=[C:13]([CH2:17][O:18][C:19]3[CH:20]=[C:21]([C:47]4[CH:48]=[CH:49][C:44]([C:43]([F:54])([F:53])[F:42])=[CH:45][CH:46]=4)[C:22]([C:25]4[CH:30]=[C:29]([O:31][CH3:32])[CH:28]=[CH:27][C:26]=4[F:33])=[CH:23][CH:24]=3)[CH:12]=2)[CH2:5][C:6]([O:8][CH2:9][CH3:10])=[O:7])[CH2:3][CH2:2]1, predict the reactants needed to synthesize it. The reactants are: [CH:1]1([CH:4]([C:11]2[CH:16]=[CH:15][CH:14]=[C:13]([CH2:17][O:18][C:19]3[CH:24]=[CH:23][C:22]([C:25]4[CH:30]=[C:29]([O:31][CH3:32])[CH:28]=[CH:27][C:26]=4[F:33])=[C:21](OS(C(F)(F)F)(=O)=O)[CH:20]=3)[CH:12]=2)[CH2:5][C:6]([O:8][CH2:9][CH3:10])=[O:7])[CH2:3][CH2:2]1.[F:42][C:43]([F:54])([F:53])[C:44]1[CH:49]=[CH:48][C:47](B(O)O)=[CH:46][CH:45]=1.C1(P(C2CCCCC2)C2C=CC=CC=2C2C(OC)=CC=CC=2OC)CCCCC1.C(=O)([O-])[O-].[Na+].[Na+]. (4) Given the product [CH3:45][O:44][C:42]([C:41]1[CH:40]=[C:39]([C:34](=[O:38])[C:35]([Br:1])([CH3:37])[CH3:36])[CH:48]=[CH:47][CH:46]=1)=[O:43], predict the reactants needed to synthesize it. The reactants are: [Br-:1].[Br-].[Br-].C1([N+](C)(C)C)C=CC=CC=1.C1([N+](C)(C)C)C=CC=CC=1.C1([N+](C)(C)C)C=CC=CC=1.[C:34]([C:39]1[CH:40]=[C:41]([CH:46]=[CH:47][CH:48]=1)[C:42]([O:44][CH3:45])=[O:43])(=[O:38])[CH:35]([CH3:37])[CH3:36].